This data is from Reaction yield outcomes from USPTO patents with 853,638 reactions. The task is: Predict the reaction yield, written as a fraction of the theoretical maximum amount of product (1.0 means a 100% yield; for example, 0.34 means a 34% yield). (1) The product is [CH3:1][C:2]1[C:3]([CH2:9][N:10]([CH2:17][C:18]2[C:23]([CH:24]([CH3:26])[CH3:25])=[CH:22][CH:21]=[CH:20][N:19]=2)[CH:11]2[CH2:16][CH2:15][N:14]([C:33]#[N:32])[CH2:13][CH2:12]2)=[N:4][CH:5]=[C:6]([CH3:8])[CH:7]=1. The reactants are [CH3:1][C:2]1[C:3]([CH2:9][N:10]([CH2:17][C:18]2[C:23]([CH:24]([CH3:26])[CH3:25])=[CH:22][CH:21]=[CH:20][N:19]=2)[CH:11]2[CH2:16][CH2:15][NH:14][CH2:13][CH2:12]2)=[N:4][CH:5]=[C:6]([CH3:8])[CH:7]=1.CC([O-])=O.[Na+].[N:32]#[C:33]Br.O. The yield is 0.790. The catalyst is CO. (2) The reactants are [CH2:1]([N:8]([CH2:23][C:24]1[CH:29]=[CH:28][CH:27]=[CH:26][CH:25]=1)[C@@H:9]([CH2:12][C:13]1[CH:18]=[CH:17][C:16]([C:19]([F:22])([F:21])[F:20])=[CH:15][CH:14]=1)[CH:10]=[O:11])[C:2]1[CH:7]=[CH:6][CH:5]=[CH:4][CH:3]=1.[CH3:30][Mg]Br.[Cl-].[NH4+]. The catalyst is CCOCC. The product is [CH2:23]([N:8]([CH2:1][C:2]1[CH:7]=[CH:6][CH:5]=[CH:4][CH:3]=1)[C@@H:9]([CH2:12][C:13]1[CH:18]=[CH:17][C:16]([C:19]([F:22])([F:21])[F:20])=[CH:15][CH:14]=1)[C@H:10]([OH:11])[CH3:30])[C:24]1[CH:25]=[CH:26][CH:27]=[CH:28][CH:29]=1. The yield is 0.659. (3) The reactants are C(OC([N:8]1[C:16]2[CH2:15][C:14]([CH3:18])([CH3:17])[CH2:13][CH2:12][C:11]=2[C:10]([C:19]2[N:20](C(OC(C)(C)C)=O)[C:21]3[C:26]([CH:27]=2)=[CH:25][CH:24]=[C:23]([C:28]([O:30][CH3:31])=[O:29])[CH:22]=3)=[N:9]1)=O)(C)(C)C.CO.[OH-].[Na+].Cl. The catalyst is O1CCCC1. The product is [CH3:17][C:14]1([CH3:18])[CH2:15][C:16]2[NH:8][N:9]=[C:10]([C:19]3[NH:20][C:21]4[C:26]([CH:27]=3)=[CH:25][CH:24]=[C:23]([C:28]([O:30][CH3:31])=[O:29])[CH:22]=4)[C:11]=2[CH2:12][CH2:13]1. The yield is 0.970. (4) The catalyst is CO. The reactants are C[O:2][C:3]([C:5]1[N:6]=[C:7]([CH2:15][CH2:16][S:17][CH3:18])[C:8]2[C:13]([CH:14]=1)=[CH:12][CH:11]=[CH:10][CH:9]=2)=[O:4].[Li+].[OH-].C1COCC1. The yield is 0.910. The product is [CH3:18][S:17][CH2:16][CH2:15][C:7]1[C:8]2[C:13](=[CH:12][CH:11]=[CH:10][CH:9]=2)[CH:14]=[C:5]([C:3]([OH:4])=[O:2])[N:6]=1. (5) The reactants are [Cl:1][C:2]1[N:3]=[C:4](Cl)[C:5]2[CH2:10][O:9][CH:8]([C:11]3[CH:16]=[CH:15][C:14]([F:17])=[CH:13][CH:12]=3)[C:6]=2[N:7]=1.CC[N:21]([CH:25]([CH3:27])[CH3:26])C(C)C.[CH2:28]1COC[CH2:29]1. No catalyst specified. The product is [Cl:1][C:2]1[N:3]=[C:4]([NH:21][C@@H:25]([CH:26]2[CH2:29][CH2:28]2)[CH3:27])[C:5]2[CH2:10][O:9][CH:8]([C:11]3[CH:16]=[CH:15][C:14]([F:17])=[CH:13][CH:12]=3)[C:6]=2[N:7]=1. The yield is 0.142. (6) The reactants are [N:1]1[C:10]2[C@H:9]([NH:11]C(=O)C)[CH2:8][CH2:7][CH2:6][C:5]=2[CH:4]=[CH:3][CH:2]=1.[OH-].[Na+]. The catalyst is Cl.C(Cl)Cl. The product is [NH2:11][C@H:9]1[C:10]2[N:1]=[CH:2][CH:3]=[CH:4][C:5]=2[CH2:6][CH2:7][CH2:8]1. The yield is 0.800. (7) The catalyst is CCOC(C)=O.CO.[Pd]. The yield is 0.970. The product is [Br-:1].[NH2:11][C:8]1[CH:9]=[CH:10][C:5]([C:3](=[O:4])[CH2:2][N+:26]23[CH2:27][CH2:28][CH:29]([CH2:30][CH2:31]2)[C@@H:24]([O:23][C:21](=[O:22])[C@@H:20]([C:14]2[CH:19]=[CH:18][CH:17]=[CH:16][CH:15]=2)[NH:32][C:33]2[CH:38]=[CH:37][CH:36]=[CH:35][CH:34]=2)[CH2:25]3)=[CH:6][CH:7]=1. The reactants are [Br:1][CH2:2][C:3]([C:5]1[CH:10]=[CH:9][C:8]([N+:11]([O-])=O)=[CH:7][CH:6]=1)=[O:4].[C:14]1([C@@H:20]([NH:32][C:33]2[CH:38]=[CH:37][CH:36]=[CH:35][CH:34]=2)[C:21]([O:23][C@@H:24]2[CH:29]3[CH2:30][CH2:31][N:26]([CH2:27][CH2:28]3)[CH2:25]2)=[O:22])[CH:19]=[CH:18][CH:17]=[CH:16][CH:15]=1. (8) The reactants are [CH3:1][C:2]1([CH3:14])[C:6]([CH3:8])([CH3:7])[O:5][B:4]([C:9]2[CH:10]=[N:11][NH:12][CH:13]=2)[O:3]1.Cl.[CH3:16][N:17]([CH3:21])[CH2:18][CH2:19]Cl.C(=O)([O-])[O-].[Cs+].[Cs+]. The catalyst is C(#N)C. The product is [CH3:16][N:17]([CH3:21])[CH2:18][CH2:19][N:12]1[CH:13]=[C:9]([B:4]2[O:5][C:6]([CH3:7])([CH3:8])[C:2]([CH3:14])([CH3:1])[O:3]2)[CH:10]=[N:11]1. The yield is 0.880.